Dataset: Full USPTO retrosynthesis dataset with 1.9M reactions from patents (1976-2016). Task: Predict the reactants needed to synthesize the given product. Given the product [F:26][C:11]1[C:12]([CH2:14][N:15]2[C:23](=[O:24])[C:22]3[C:17](=[CH:18][CH:19]=[CH:20][CH:21]=3)[C:16]2=[O:25])=[CH:13][C:8]([C:32]2[CH:31]=[N:30][C:29]([C:28]([F:45])([F:44])[F:27])=[N:34][CH:33]=2)=[N:9][CH:10]=1, predict the reactants needed to synthesize it. The reactants are: C(=O)([O-])[O-].[K+].[K+].Br[C:8]1[CH:13]=[C:12]([CH2:14][N:15]2[C:23](=[O:24])[C:22]3[C:17](=[CH:18][CH:19]=[CH:20][CH:21]=3)[C:16]2=[O:25])[C:11]([F:26])=[CH:10][N:9]=1.[F:27][C:28]([F:45])([F:44])[C:29]1[N:34]=[CH:33][C:32](B(OC(C)C)OC(C)C)=[CH:31][N:30]=1.